This data is from Catalyst prediction with 721,799 reactions and 888 catalyst types from USPTO. The task is: Predict which catalyst facilitates the given reaction. (1) Reactant: [NH2:1][C:2]1[CH:10]=[C:9]2[C:5]([CH2:6][O:7][C:8]2=[C:11]2[C:19]3[C:14](=[CH:15][CH:16]=[C:17]([Cl:20])[CH:18]=3)[NH:13][C:12]2=[O:21])=[CH:4][CH:3]=1.N1C=CC=CC=1.[CH3:28][S:29](Cl)(=[O:31])=[O:30].O. Product: [Cl:20][C:17]1[CH:18]=[C:19]2[C:14](=[CH:15][CH:16]=1)[NH:13][C:12](=[O:21])[C:11]2=[C:8]1[C:9]2[C:5](=[CH:4][CH:3]=[C:2]([NH:1][S:29]([CH3:28])(=[O:31])=[O:30])[CH:10]=2)[CH2:6][O:7]1. The catalyst class is: 1. (2) Reactant: [Cl:1][C:2]1[CH:3]=[CH:4][C:5]([O:12][CH2:13][C:14]([N:16]2[CH2:21][C@H:20]([CH3:22])[N:19]([CH2:23][C:24]3[CH:29]=[CH:28][C:27]([F:30])=[CH:26][CH:25]=3)[CH2:18][C@H:17]2[CH3:31])=[O:15])=[C:6]([S:8]([NH2:11])(=[O:10])=[O:9])[CH:7]=1.[CH3:32][C:33]([CH3:38])([CH3:37])[C:34](Cl)=[O:35]. Product: [Cl:1][C:2]1[CH:3]=[CH:4][C:5]([O:12][CH2:13][C:14]([N:16]2[CH2:21][C@H:20]([CH3:22])[N:19]([CH2:23][C:24]3[CH:25]=[CH:26][C:27]([F:30])=[CH:28][CH:29]=3)[CH2:18][C@H:17]2[CH3:31])=[O:15])=[C:6]([S:8]([NH:11][C:34](=[O:35])[C:33]([CH3:38])([CH3:37])[CH3:32])(=[O:9])=[O:10])[CH:7]=1. The catalyst class is: 10. (3) Reactant: Cl.[CH3:2][N:3]1[CH2:8][CH2:7][N:6]([C:9]2[N:14]=[C:13]([C:15]([OH:17])=O)[CH:12]=[CH:11][CH:10]=2)[CH2:5][CH2:4]1.C(Cl)(=O)C(Cl)=O.CN1CCN(C2N=C(C(Cl)=O)C=CC=2)CC1.[F:40][C:41]1[CH:46]=[CH:45][CH:44]=[CH:43][C:42]=1[C:47]1[CH2:48][CH2:49][NH:50][CH2:51][CH:52]=1.C(N(CC)CC)C. Product: [F:40][C:41]1[CH:46]=[CH:45][CH:44]=[CH:43][C:42]=1[C:47]1[CH2:52][CH2:51][N:50]([C:15]([C:13]2[CH:12]=[CH:11][CH:10]=[C:9]([N:6]3[CH2:5][CH2:4][N:3]([CH3:2])[CH2:8][CH2:7]3)[N:14]=2)=[O:17])[CH2:49][CH:48]=1. The catalyst class is: 139. (4) Reactant: [Br:1][C:2]1[N:10]2[C:5]([C:6](SC)=[N:7][C:8]([S:11][CH3:12])=[N:9]2)=[N:4][CH:3]=1.[CH3:15][O:16][C:17]1[CH:27]=[CH:26][C:20]([CH2:21][NH:22][CH:23]2[CH2:25][CH2:24]2)=[CH:19][CH:18]=1.C[Si]([N-][Si](C)(C)C)(C)C.[Li+]. Product: [Br:1][C:2]1[N:10]2[C:5]([C:6]([N:22]([CH:23]3[CH2:25][CH2:24]3)[CH2:21][C:20]3[CH:26]=[CH:27][C:17]([O:16][CH3:15])=[CH:18][CH:19]=3)=[N:7][C:8]([S:11][CH3:12])=[N:9]2)=[N:4][CH:3]=1. The catalyst class is: 1. (5) Reactant: CN(C(ON1N=NC2C=CC=NC1=2)=[N+](C)C)C.F[P-](F)(F)(F)(F)F.Cl.[F:26][C:27]1[CH:28]=[C:29]([NH:40][C:41]([C@H:43]2[C:52]3[C:47](=[CH:48][C:49]([O:53][CH2:54][CH3:55])=[CH:50][CH:51]=3)[CH2:46][CH2:45][NH:44]2)=[O:42])[CH:30]=[C:31]([F:39])[C:32]=1[C:33]([CH3:38])([CH3:37])[CH2:34][O:35][CH3:36].[C:56]([O:60][C:61](=[O:70])[CH2:62][C@@H:63]1[CH2:66][C@H:65]([C:67](O)=[O:68])[CH2:64]1)([CH3:59])([CH3:58])[CH3:57].CCN(C(C)C)C(C)C. Product: [F:26][C:27]1[CH:28]=[C:29]([NH:40][C:41]([C@H:43]2[C:52]3[C:47](=[CH:48][C:49]([O:53][CH2:54][CH3:55])=[CH:50][CH:51]=3)[CH2:46][CH2:45][N:44]2[C:67]([C@@H:65]2[CH2:64][C@H:63]([CH2:62][C:61]([O:60][C:56]([CH3:59])([CH3:58])[CH3:57])=[O:70])[CH2:66]2)=[O:68])=[O:42])[CH:30]=[C:31]([F:39])[C:32]=1[C:33]([CH3:37])([CH3:38])[CH2:34][O:35][CH3:36]. The catalyst class is: 18.